This data is from Forward reaction prediction with 1.9M reactions from USPTO patents (1976-2016). The task is: Predict the product of the given reaction. (1) Given the reactants BrBr.C([NH:6][CH:7]1[CH2:12][CH2:11][C:10](=O)[CH2:9][CH2:8]1)(=O)C.[NH2:14][C:15]([NH2:17])=[S:16].Br, predict the reaction product. The product is: [NH2:14][C:15]1[S:16][C:9]2[CH2:8][CH:7]([NH2:6])[CH2:12][CH2:11][C:10]=2[N:17]=1. (2) Given the reactants [AlH4-].[Li+].[CH2:3]([N:10]1[CH:15]2[CH2:16][CH2:17][CH2:18][CH:11]1[CH2:12][C:13](=[O:19])[CH2:14]2)[C:4]1[CH:9]=[CH:8][CH:7]=[CH:6][CH:5]=1.O.[OH-].[Na+], predict the reaction product. The product is: [CH2:3]([N:10]1[CH:11]2[CH2:18][CH2:17][CH2:16][CH:15]1[CH2:14][CH:13]([OH:19])[CH2:12]2)[C:4]1[CH:5]=[CH:6][CH:7]=[CH:8][CH:9]=1. (3) Given the reactants IC1[CH:3]=[CH:4][C:5]2[NH:11][C:10]3[N:12]=[C:13]([C:16]([F:19])([F:18])[F:17])[CH:14]=[CH:15][C:9]=3[CH2:8][N:7]([S:20]([C:23]3[CH:28]=[CH:27][C:26]([C:29]4([C:32]([F:35])([F:34])[F:33])[CH2:31][CH2:30]4)=[CH:25][CH:24]=3)(=[O:22])=[O:21])[C:6]=2[CH:36]=1.[CH:37]([Mg]Br)(C)C.[CH3:42][C:43]([CH3:45])=[O:44], predict the reaction product. The product is: [F:18][C:16]([F:17])([F:19])[C:13]1[CH:14]=[CH:15][C:9]2[CH2:8][N:7]([S:20]([C:23]3[CH:24]=[CH:25][C:26]([C:29]4([C:32]([F:35])([F:34])[F:33])[CH2:31][CH2:30]4)=[CH:27][CH:28]=3)(=[O:21])=[O:22])[C:6]3[CH:36]=[C:42]([C:43]([OH:44])([CH3:37])[CH3:45])[CH:3]=[CH:4][C:5]=3[NH:11][C:10]=2[N:12]=1. (4) The product is: [Si:38]([O:37][C@H:29]([C:30]1[CH:31]=[CH:32][C:33]([F:36])=[CH:34][CH:35]=1)[CH2:28][CH2:27][CH:16]1[CH:15]([C:12]2[CH:13]=[CH:14][C:9]([OH:8])=[CH:10][C:11]=2[F:45])[N:18]([C:19]2[CH:20]=[CH:21][C:22]([F:25])=[CH:23][CH:24]=2)[C:17]1=[O:26])([C:41]([CH3:44])([CH3:43])[CH3:42])([CH3:40])[CH3:39]. Given the reactants C([O:8][C:9]1[CH:14]=[CH:13][C:12]([CH:15]2[N:18]([C:19]3[CH:24]=[CH:23][C:22]([F:25])=[CH:21][CH:20]=3)[C:17](=[O:26])[CH:16]2[CH2:27][CH2:28][C@H:29]([O:37][Si:38]([C:41]([CH3:44])([CH3:43])[CH3:42])([CH3:40])[CH3:39])[C:30]2[CH:35]=[CH:34][C:33]([F:36])=[CH:32][CH:31]=2)=[C:11]([F:45])[CH:10]=1)C1C=CC=CC=1, predict the reaction product. (5) The product is: [C:1]([O:5][C:6](=[O:45])[NH:7][C@H:8]1[CH2:12][C@@H:11]([N:13]2[CH:21]=[N:20][C:19]3[C:14]2=[N:15][C:16]([C:37](=[O:42])[NH:38][CH2:39][CH2:40][NH:41][C:53]([NH:52][CH:49]2[CH2:48][CH2:47][N:46]([C:60]4[CH:65]=[CH:64][CH:63]=[CH:62][N:61]=4)[CH2:51][CH2:50]2)=[O:54])=[N:17][C:18]=3[NH:22][CH2:23][CH:24]([C:31]2[CH:36]=[CH:35][CH:34]=[CH:33][CH:32]=2)[C:25]2[CH:30]=[CH:29][CH:28]=[CH:27][CH:26]=2)[C@H:10]([OH:43])[C@@H:9]1[OH:44])([CH3:4])([CH3:2])[CH3:3]. Given the reactants [C:1]([O:5][C:6](=[O:45])[NH:7][C@H:8]1[CH2:12][C@@H:11]([N:13]2[CH:21]=[N:20][C:19]3[C:14]2=[N:15][C:16]([C:37](=[O:42])[NH:38][CH2:39][CH2:40][NH2:41])=[N:17][C:18]=3[NH:22][CH2:23][CH:24]([C:31]2[CH:36]=[CH:35][CH:34]=[CH:33][CH:32]=2)[C:25]2[CH:30]=[CH:29][CH:28]=[CH:27][CH:26]=2)[C@H:10]([OH:43])[C@@H:9]1[OH:44])([CH3:4])([CH3:3])[CH3:2].[N:46]1([C:60]2[CH:65]=[CH:64][CH:63]=[CH:62][N:61]=2)[CH2:51][CH2:50][CH:49]([NH:52][C:53](N2C=CN=C2)=[O:54])[CH2:48][CH2:47]1, predict the reaction product. (6) The product is: [O:1]1[C:5]2[CH:6]=[CH:7][C:8]([C:10]3([C:13]([NH:15][C:16]4[CH:17]=[C:18]5[C:22](=[CH:23][CH:24]=4)[N:21]([CH:25]([CH2:26][OH:27])[CH2:28][OH:29])[C:20]([C:30]([CH3:33])([CH3:32])[CH3:31])=[CH:19]5)=[O:14])[CH2:12][CH2:11]3)=[CH:9][C:4]=2[O:3][CH2:2]1. Given the reactants [O:1]1[C:5]2[CH:6]=[CH:7][C:8]([C:10]3([C:13]([NH:15][C:16]4[CH:17]=[C:18]5[C:22](=[CH:23][CH:24]=4)[N:21]([CH:25]([CH2:28][OH:29])[CH2:26][OH:27])[CH:20]([C:30]([CH3:33])([CH3:32])[CH3:31])[CH2:19]5)=[O:14])[CH2:12][CH2:11]3)=[CH:9][C:4]=2[O:3][CH2:2]1.FC(F)(F)C(O)=O.ClC1C(=O)C(Cl)=C(Cl)C(=O)C=1Cl, predict the reaction product.